Predict the reactants needed to synthesize the given product. From a dataset of Full USPTO retrosynthesis dataset with 1.9M reactions from patents (1976-2016). Given the product [Br:20][C:5]1[C:6]([NH:9][C@@H:10]2[C@@H:15]3[CH2:16][C@@H:12]([CH:13]=[CH:14]3)[C@@H:11]2[C:17]([NH2:19])=[O:18])=[C:7]2[N:8]=[C:26]([C:25]3[CH:28]=[CH:29][CH:30]=[C:23]([N:22]([CH3:31])[CH3:21])[CH:24]=3)[NH:1][C:2]2=[N:3][CH:4]=1, predict the reactants needed to synthesize it. The reactants are: [NH2:1][C:2]1[C:7]([NH2:8])=[C:6]([NH:9][C@@H:10]2[C@@H:15]3[CH2:16][C@@H:12]([CH:13]=[CH:14]3)[C@@H:11]2[C:17]([NH2:19])=[O:18])[C:5]([Br:20])=[CH:4][N:3]=1.[CH3:21][N:22]([CH3:31])[C:23]1[CH:24]=[C:25]([CH:28]=[CH:29][CH:30]=1)[CH:26]=O.